Dataset: Reaction yield outcomes from USPTO patents with 853,638 reactions. Task: Predict the reaction yield, written as a fraction of the theoretical maximum amount of product (1.0 means a 100% yield; for example, 0.34 means a 34% yield). The reactants are C([N:3]([CH2:6]C)[CH2:4][CH3:5])C.[CH:8]1[CH:13]=CC(OP(O[C:8]2[CH:13]=CC=[CH:10][CH:9]=2)(N=[N+]=[N-])=O)=[CH:10][CH:9]=1.[CH2:27]([OH:34])[C:28]1[CH:33]=[CH:32][CH:31]=[CH:30][CH:29]=1.[O:35]1CCCC1. No catalyst specified. The product is [CH2:27]([O:34][C:6]([NH:3][C:4]1[CH:5]=[CH:10][CH:9]=[CH:8][CH:13]=1)=[O:35])[C:28]1[CH:33]=[CH:32][CH:31]=[CH:30][CH:29]=1. The yield is 0.300.